Dataset: Reaction yield outcomes from USPTO patents with 853,638 reactions. Task: Predict the reaction yield, written as a fraction of the theoretical maximum amount of product (1.0 means a 100% yield; for example, 0.34 means a 34% yield). The reactants are Br[C:2]1[CH:3]=[C:4]([C:16]#[N:17])[CH:5]=[C:6]2[C:10]=1[N:9]([CH3:11])[C:8]([C:12]([NH2:14])=[O:13])=[C:7]2[CH3:15].[Cl:18][C:19]1[CH:24]=[CH:23][C:22](B(O)O)=[CH:21][CH:20]=1.C(=O)([O-])[O-].[Na+].[Na+].C1(P(C2C=CC=CC=2)C2C=CC=CC=2)C=CC=CC=1. The catalyst is COCCOC.C([O-])(=O)C.[Pd+2].C([O-])(=O)C. The product is [Cl:18][C:19]1[CH:24]=[CH:23][C:22]([C:2]2[CH:3]=[C:4]([C:16]#[N:17])[CH:5]=[C:6]3[C:10]=2[N:9]([CH3:11])[C:8]([C:12]([NH2:14])=[O:13])=[C:7]3[CH3:15])=[CH:21][CH:20]=1. The yield is 0.830.